Dataset: NCI-60 drug combinations with 297,098 pairs across 59 cell lines. Task: Regression. Given two drug SMILES strings and cell line genomic features, predict the synergy score measuring deviation from expected non-interaction effect. (1) Drug 1: CC12CCC3C(C1CCC2=O)CC(=C)C4=CC(=O)C=CC34C. Drug 2: CC(C)(C#N)C1=CC(=CC(=C1)CN2C=NC=N2)C(C)(C)C#N. Cell line: SK-MEL-2. Synergy scores: CSS=48.7, Synergy_ZIP=0.262, Synergy_Bliss=-4.56, Synergy_Loewe=-3.57, Synergy_HSA=-4.23. (2) Drug 1: C1=CC(=CC=C1CCC2=CNC3=C2C(=O)NC(=N3)N)C(=O)NC(CCC(=O)O)C(=O)O. Drug 2: C1=CC(=CC=C1C#N)C(C2=CC=C(C=C2)C#N)N3C=NC=N3. Cell line: SR. Synergy scores: CSS=32.6, Synergy_ZIP=-2.75, Synergy_Bliss=-6.18, Synergy_Loewe=-11.0, Synergy_HSA=-4.43. (3) Drug 1: CC12CCC3C(C1CCC2=O)CC(=C)C4=CC(=O)C=CC34C. Drug 2: CC1CCCC2(C(O2)CC(NC(=O)CC(C(C(=O)C(C1O)C)(C)C)O)C(=CC3=CSC(=N3)C)C)C. Cell line: OVCAR-5. Synergy scores: CSS=50.2, Synergy_ZIP=1.24, Synergy_Bliss=3.15, Synergy_Loewe=0.719, Synergy_HSA=1.89. (4) Drug 1: C1CN1P(=S)(N2CC2)N3CC3. Drug 2: CC1CCC2CC(C(=CC=CC=CC(CC(C(=O)C(C(C(=CC(C(=O)CC(OC(=O)C3CCCCN3C(=O)C(=O)C1(O2)O)C(C)CC4CCC(C(C4)OC)OCCO)C)C)O)OC)C)C)C)OC. Cell line: HCT-15. Synergy scores: CSS=10.6, Synergy_ZIP=-1.59, Synergy_Bliss=0.485, Synergy_Loewe=-7.78, Synergy_HSA=-7.38. (5) Drug 1: CC1CCC2CC(C(=CC=CC=CC(CC(C(=O)C(C(C(=CC(C(=O)CC(OC(=O)C3CCCCN3C(=O)C(=O)C1(O2)O)C(C)CC4CCC(C(C4)OC)OCCO)C)C)O)OC)C)C)C)OC. Drug 2: C1CN1C2=NC(=NC(=N2)N3CC3)N4CC4. Cell line: U251. Synergy scores: CSS=38.9, Synergy_ZIP=-6.28, Synergy_Bliss=-5.69, Synergy_Loewe=-3.70, Synergy_HSA=-0.622. (6) Drug 1: CS(=O)(=O)C1=CC(=C(C=C1)C(=O)NC2=CC(=C(C=C2)Cl)C3=CC=CC=N3)Cl. Drug 2: CC(C)(C#N)C1=CC(=CC(=C1)CN2C=NC=N2)C(C)(C)C#N. Cell line: SK-MEL-2. Synergy scores: CSS=-3.32, Synergy_ZIP=1.09, Synergy_Bliss=2.15, Synergy_Loewe=-2.73, Synergy_HSA=-2.73.